This data is from Full USPTO retrosynthesis dataset with 1.9M reactions from patents (1976-2016). The task is: Predict the reactants needed to synthesize the given product. (1) Given the product [CH3:5][NH:6][CH2:25][C:17]1[C:18]2[C:23](=[C:22]([CH3:24])[CH:21]=[CH:20][CH:19]=2)[N:15]([CH3:14])[C:16]=1[CH3:27], predict the reactants needed to synthesize it. The reactants are: BrC1C=C[C:5](NCC(OC)=O)=[N:6]C=1.[CH3:14][N:15]1[C:23]2[C:18](=[CH:19][CH:20]=[CH:21][C:22]=2[CH3:24])[C:17]([CH:25]=O)=[C:16]1[CH3:27].CN1C2C(=CC=CC=2)C(C)=C1C=O. (2) Given the product [C:13]([O:12][C:11]([N:10]([CH2:9][C@@H:8]([C:4]1[CH:5]=[CH:6][CH:7]=[C:2]([Cl:1])[CH:3]=1)[OH:39])[C@H:18]([CH3:38])[CH2:19][C:20]1[CH:25]=[CH:24][C:23]([S:26]([C:29]2[CH:34]=[CH:33][C:32]([CH3:35])=[CH:31][C:30]=2/[CH:36]=[CH:45]/[C:40]([O:42][CH2:43][CH3:44])=[O:41])(=[O:27])=[O:28])=[CH:22][CH:21]=1)=[O:17])([CH3:14])([CH3:16])[CH3:15], predict the reactants needed to synthesize it. The reactants are: [Cl:1][C:2]1[CH:3]=[C:4]([C@@H:8]([OH:39])[CH2:9][N:10]([C@H:18]([CH3:38])[CH2:19][C:20]2[CH:25]=[CH:24][C:23]([S:26]([C:29]3[CH:34]=[CH:33][C:32]([CH3:35])=[CH:31][C:30]=3[CH:36]=O)(=[O:28])=[O:27])=[CH:22][CH:21]=2)[C:11](=[O:17])[O:12][C:13]([CH3:16])([CH3:15])[CH3:14])[CH:5]=[CH:6][CH:7]=1.[C:40]([CH:45]=P(C1C=CC=CC=1)(C1C=CC=CC=1)C1C=CC=CC=1)([O:42][CH2:43][CH3:44])=[O:41].C(=O)(O)[O-].[Na+]. (3) Given the product [CH2:25]([O:24][CH2:23][CH2:22][N:11]([C:9]1[CH:10]=[C:5]([C:1]([CH3:4])([CH3:2])[CH3:3])[CH:6]=[C:7]([N+:18]([O-:20])=[O:19])[C:8]=1[O:16][CH3:17])[S:12]([CH3:15])(=[O:14])=[O:13])[C:26]1[CH:31]=[CH:30][CH:29]=[CH:28][CH:27]=1, predict the reactants needed to synthesize it. The reactants are: [C:1]([C:5]1[CH:6]=[C:7]([N+:18]([O-:20])=[O:19])[C:8]([O:16][CH3:17])=[C:9]([NH:11][S:12]([CH3:15])(=[O:14])=[O:13])[CH:10]=1)([CH3:4])([CH3:3])[CH3:2].Br[CH2:22][CH2:23][O:24][CH2:25][C:26]1[CH:31]=[CH:30][CH:29]=[CH:28][CH:27]=1. (4) The reactants are: [O:1]=[C:2]1[NH:7][C:6]([CH2:8][NH:9]C(=O)OCC2C=CC=CC=2)=[N:5][C:4]2[CH2:20][CH2:21][O:22][CH2:23][C:3]1=2. Given the product [NH2:9][CH2:8][C:6]1[NH:7][C:2](=[O:1])[C:3]2[CH2:23][O:22][CH2:21][CH2:20][C:4]=2[N:5]=1, predict the reactants needed to synthesize it. (5) Given the product [Cl:1][C:2]1[CH:7]=[CH:6][C:5]([C@H:8]2[N:15]3[C:11]([S:12][C:13]([C:18]([N:40]4[CH2:41][CH2:42][CH2:43][C@H:39]4[C:38]([N:35]4[CH2:34][CH2:33][N:32]([CH3:31])[CH2:37][CH2:36]4)=[O:44])=[O:19])=[C:14]3[CH:16]=[O:17])=[N:10][C@:9]2([C:24]2[CH:25]=[CH:26][C:27]([Cl:30])=[CH:28][CH:29]=2)[CH3:23])=[CH:4][CH:3]=1, predict the reactants needed to synthesize it. The reactants are: [Cl:1][C:2]1[CH:7]=[CH:6][C:5]([C@H:8]2[N:15]3[C:11]([S:12][C:13]([C:18](OCC)=[O:19])=[C:14]3[CH:16]=[O:17])=[N:10][C@:9]2([C:24]2[CH:29]=[CH:28][C:27]([Cl:30])=[CH:26][CH:25]=2)[CH3:23])=[CH:4][CH:3]=1.[CH3:31][N:32]1[CH2:37][CH2:36][N:35]([C:38](=[O:44])[C@@H:39]2[CH2:43][CH2:42][CH2:41][NH:40]2)[CH2:34][CH2:33]1. (6) Given the product [OH:15][CH2:14][C@H:10]1[O:11][CH2:12][CH2:13][N:8]([C:1]([O:3][C:4]([CH3:7])([CH3:6])[CH3:5])=[O:2])[CH2:9]1, predict the reactants needed to synthesize it. The reactants are: [C:1]([N:8]1[CH2:13][CH2:12][O:11][C@H:10]([C:14](O)=[O:15])[CH2:9]1)([O:3][C:4]([CH3:7])([CH3:6])[CH3:5])=[O:2].B. (7) The reactants are: [N:1]1[CH:6]=[CH:5][CH:4]=[CH:3][C:2]=1[S:7][S:8][C:9]1[CH:14]=CC=CN=1.SCC[OH:18]. Given the product [N:1]1[CH:6]=[CH:5][CH:4]=[CH:3][C:2]=1[S:7][S:8][CH:9]([OH:18])[CH3:14], predict the reactants needed to synthesize it. (8) The reactants are: [N:12]1([C:10]([S:9][S:9][C:10]([N:12]2[CH:16]=[CH:15][CH:14]=[CH:13]2)=[S:11])=[S:11])[CH:16]=[CH:15][CH:14]=[CH:13]1.N([C:19]([CH3:23])([CH3:22])[C:20]#[N:21])=N[C:19]([CH3:23])([CH3:22])[C:20]#[N:21]. Given the product [N:12]1([C:10]([S:9][C:19]([C:20]#[N:21])([CH3:23])[CH3:22])=[S:11])[CH:13]=[CH:14][CH:15]=[CH:16]1, predict the reactants needed to synthesize it. (9) Given the product [Cl:11][C:12]1[S:15][N:9]=[C:8]([C:3]2[CH:4]=[CH:5][CH:6]=[CH:7][N:2]=2)[N:10]=1, predict the reactants needed to synthesize it. The reactants are: Cl.[N:2]1[CH:7]=[CH:6][CH:5]=[CH:4][C:3]=1[C:8](=[NH:10])[NH2:9].[Cl:11][C:12]([SH:15])(Cl)Cl.[OH-].[Na+].